Dataset: NCI-60 drug combinations with 297,098 pairs across 59 cell lines. Task: Regression. Given two drug SMILES strings and cell line genomic features, predict the synergy score measuring deviation from expected non-interaction effect. (1) Drug 1: CC=C1C(=O)NC(C(=O)OC2CC(=O)NC(C(=O)NC(CSSCCC=C2)C(=O)N1)C(C)C)C(C)C. Drug 2: N.N.Cl[Pt+2]Cl. Cell line: OVCAR-8. Synergy scores: CSS=49.0, Synergy_ZIP=-1.22, Synergy_Bliss=1.38, Synergy_Loewe=-14.8, Synergy_HSA=3.93. (2) Drug 1: CCC1=CC2CC(C3=C(CN(C2)C1)C4=CC=CC=C4N3)(C5=C(C=C6C(=C5)C78CCN9C7C(C=CC9)(C(C(C8N6C)(C(=O)OC)O)OC(=O)C)CC)OC)C(=O)OC.C(C(C(=O)O)O)(C(=O)O)O. Drug 2: C1=CC=C(C(=C1)C(C2=CC=C(C=C2)Cl)C(Cl)Cl)Cl. Cell line: HCT116. Synergy scores: CSS=44.3, Synergy_ZIP=3.13, Synergy_Bliss=6.47, Synergy_Loewe=9.02, Synergy_HSA=8.56. (3) Drug 1: CS(=O)(=O)C1=CC(=C(C=C1)C(=O)NC2=CC(=C(C=C2)Cl)C3=CC=CC=N3)Cl. Drug 2: CC1CCCC2(C(O2)CC(NC(=O)CC(C(C(=O)C(C1O)C)(C)C)O)C(=CC3=CSC(=N3)C)C)C. Cell line: SNB-19. Synergy scores: CSS=5.96, Synergy_ZIP=-0.296, Synergy_Bliss=3.50, Synergy_Loewe=0.676, Synergy_HSA=2.57. (4) Drug 1: C1C(C(OC1N2C=NC3=C(N=C(N=C32)Cl)N)CO)O. Drug 2: CC1=C(N=C(N=C1N)C(CC(=O)N)NCC(C(=O)N)N)C(=O)NC(C(C2=CN=CN2)OC3C(C(C(C(O3)CO)O)O)OC4C(C(C(C(O4)CO)O)OC(=O)N)O)C(=O)NC(C)C(C(C)C(=O)NC(C(C)O)C(=O)NCCC5=NC(=CS5)C6=NC(=CS6)C(=O)NCCC[S+](C)C)O. Cell line: KM12. Synergy scores: CSS=41.5, Synergy_ZIP=-14.4, Synergy_Bliss=-7.40, Synergy_Loewe=-3.13, Synergy_HSA=-1.63.